From a dataset of Full USPTO retrosynthesis dataset with 1.9M reactions from patents (1976-2016). Predict the reactants needed to synthesize the given product. (1) Given the product [C:10]([C:13]1[N:18]=[C:17]([C:19]([OH:7])=[O:20])[C:16]([O:21][CH2:22][C:23]2[CH:28]=[CH:27][CH:26]=[CH:25][CH:24]=2)=[C:15]([O:29][CH2:30][C:31]2[CH:32]=[CH:33][CH:34]=[CH:35][CH:36]=2)[CH:14]=1)(=[O:12])[CH3:11], predict the reactants needed to synthesize it. The reactants are: S(=O)(=O)(O)N.Cl([O-])=[O:7].[Na+].[C:10]([C:13]1[N:18]=[C:17]([CH:19]=[O:20])[C:16]([O:21][CH2:22][C:23]2[CH:28]=[CH:27][CH:26]=[CH:25][CH:24]=2)=[C:15]([O:29][CH2:30][C:31]2[CH:36]=[CH:35][CH:34]=[CH:33][CH:32]=2)[CH:14]=1)(=[O:12])[CH3:11]. (2) Given the product [CH2:7]([O:9][C:10]([C:12]1[S:30][C:15]2[N:16]=[C:17]([NH2:29])[N:18]=[C:19]([C:20]3[CH:25]=[C:24]([O:26][CH2:36][CH2:37][N:38]([CH2:41][CH3:42])[CH2:39][CH3:40])[C:23]([Cl:27])=[CH:22][C:21]=3[Cl:28])[C:14]=2[CH:13]=1)=[O:11])[CH3:8], predict the reactants needed to synthesize it. The reactants are: C(=O)([O-])[O-].[Cs+].[Cs+].[CH2:7]([O:9][C:10]([C:12]1[S:30][C:15]2[N:16]=[C:17]([NH2:29])[N:18]=[C:19]([C:20]3[CH:25]=[C:24]([OH:26])[C:23]([Cl:27])=[CH:22][C:21]=3[Cl:28])[C:14]=2[CH:13]=1)=[O:11])[CH3:8].ClCCl.Br.Br[CH2:36][CH2:37][N:38]([CH2:41][CH3:42])[CH2:39][CH3:40]. (3) Given the product [C:10]([O-:12])([OH:20])=[O:11].[Na+:22].[CH:2]1([C:5]2[NH:6][C:7]3[C:16]([O:17][CH3:18])=[CH:15][CH:14]=[C:9]([C:10]([O:12][CH3:13])=[O:11])[C:8]=3[N:19]=2)[CH2:4][CH2:3]1, predict the reactants needed to synthesize it. The reactants are: Cl.[CH:2]1([C:5](=[NH:19])[NH:6][C:7]2[CH:8]=[C:9]([CH:14]=[CH:15][C:16]=2[O:17][CH3:18])[C:10]([O:12][CH3:13])=[O:11])[CH2:4][CH2:3]1.[O-:20]Cl.[Na+:22]. (4) Given the product [Cl:20][C:13]1[C:14]([F:19])=[CH:15][CH:16]=[C:17]([Cl:18])[C:12]=1[CH:10]([O:9][C:4]1[C:5]([NH2:8])=[N:6][CH:7]=[C:2]([C:25]2[CH:26]=[N:27][C:22]([P:32]([CH3:33])([CH3:31])=[O:34])=[CH:23][CH:24]=2)[CH:3]=1)[CH3:11], predict the reactants needed to synthesize it. The reactants are: Br[C:2]1[CH:3]=[C:4]([O:9][CH:10]([C:12]2[C:17]([Cl:18])=[CH:16][CH:15]=[C:14]([F:19])[C:13]=2[Cl:20])[CH3:11])[C:5]([NH2:8])=[N:6][CH:7]=1.Br[C:22]1[N:27]=[CH:26][C:25](B(O)O)=[CH:24][CH:23]=1.[CH3:31][PH:32](=[O:34])[CH3:33]. (5) The reactants are: [CH2:1]([CH:8]1[CH2:13][CH2:12][N:11]([CH2:14][CH2:15][C:16]#[CH:17])[CH2:10][CH2:9]1)[C:2]1[CH:7]=[CH:6][CH:5]=[CH:4][CH:3]=1.CCN(CC)CC.I[C:26]1[CH:27]=[C:28]2[C:32](=[CH:33][CH:34]=1)[NH:31][C:30](=[O:35])[C:29]2=[O:36]. Given the product [CH2:1]([CH:8]1[CH2:13][CH2:12][N:11]([CH2:14][CH2:15][C:16]#[C:17][C:26]2[CH:27]=[C:28]3[C:32](=[CH:33][CH:34]=2)[NH:31][C:30](=[O:35])[C:29]3=[O:36])[CH2:10][CH2:9]1)[C:2]1[CH:7]=[CH:6][CH:5]=[CH:4][CH:3]=1, predict the reactants needed to synthesize it. (6) Given the product [F:60][C:61]1[CH:70]=[C:69]2[C:64]([C@@H:45]([NH:44][C:42]([NH:17][C:15]3[N:14]=[CH:13][C:12]4[C:8]([C:6]5[CH:5]=[CH:4][N:3]=[C:2]([CH3:1])[CH:7]=5)=[N:9][N:10]([C:18]([C:31]5[CH:36]=[CH:35][CH:34]=[CH:33][CH:32]=5)([C:25]5[CH:26]=[CH:27][CH:28]=[CH:29][CH:30]=5)[C:19]5[CH:24]=[CH:23][CH:22]=[CH:21][CH:20]=5)[C:11]=4[CH:16]=3)=[O:43])[CH2:46][CH2:67][O:68]2)=[CH:63][CH:62]=1, predict the reactants needed to synthesize it. The reactants are: [CH3:1][C:2]1[CH:7]=[C:6]([C:8]2[C:12]3[CH:13]=[N:14][C:15]([NH2:17])=[CH:16][C:11]=3[N:10]([C:18]([C:31]3[CH:36]=[CH:35][CH:34]=[CH:33][CH:32]=3)([C:25]3[CH:30]=[CH:29][CH:28]=[CH:27][CH:26]=3)[C:19]3[CH:24]=[CH:23][CH:22]=[CH:21][CH:20]=3)[N:9]=2)[CH:5]=[CH:4][N:3]=1.C1N=CN([C:42]([N:44]2C=N[CH:46]=[CH:45]2)=[O:43])C=1.C[Si]([N-][Si](C)(C)C)(C)C.[Na+].Cl.[F:60][C:61]1[CH:70]=[C:69]2[C:64]([C@@H](N)C[CH2:67][O:68]2)=[CH:63][CH:62]=1. (7) Given the product [C:1]([Si:5]([C:22]1[CH:27]=[CH:26][CH:25]=[CH:24][CH:23]=1)([C:16]1[CH:21]=[CH:20][CH:19]=[CH:18][CH:17]=1)[O:6][CH2:7][CH2:8][C:9]1[CH:10]=[CH:11][C:12]([C:29]#[N:31])=[N:13][CH:14]=1)([CH3:4])([CH3:3])[CH3:2], predict the reactants needed to synthesize it. The reactants are: [C:1]([Si:5]([C:22]1[CH:27]=[CH:26][CH:25]=[CH:24][CH:23]=1)([C:16]1[CH:21]=[CH:20][CH:19]=[CH:18][CH:17]=1)[O:6][CH2:7][CH2:8][C:9]1[CH:10]=[CH:11][C:12](Cl)=[N:13][CH:14]=1)([CH3:4])([CH3:3])[CH3:2].C[C:29]([N:31](C)C)=O.